This data is from Forward reaction prediction with 1.9M reactions from USPTO patents (1976-2016). The task is: Predict the product of the given reaction. (1) Given the reactants [CH3:1][O:2][C:3]1[CH:8]=[CH:7][C:6]([C:9]2[C:14]([CH2:15][OH:16])=[CH:13][N:12]=[CH:11][N:10]=2)=[CH:5][CH:4]=1, predict the reaction product. The product is: [CH3:1][O:2][C:3]1[CH:4]=[CH:5][C:6]([C:9]2[C:14]([CH:15]=[O:16])=[CH:13][N:12]=[CH:11][N:10]=2)=[CH:7][CH:8]=1. (2) Given the reactants [NH2:1][C:2]1[C:3]2[C:10]([C:11]([NH2:13])=[O:12])=[C:9]([S:14][CH3:15])[N:8]([CH2:16][O:17][CH2:18][CH2:19][OH:20])[C:4]=2[N:5]=[CH:6][N:7]=1.[S:21](Cl)(=[O:24])(=[O:23])[NH2:22].C(=O)([O-])[O-].[Ca+2], predict the reaction product. The product is: [NH2:1][C:2]1[C:3]2[C:10]([C:11](=[O:12])[NH2:13])=[C:9]([S:14][CH3:15])[N:8]([CH2:16][O:17][CH2:18][CH2:19][O:20][S:21](=[O:24])(=[O:23])[NH2:22])[C:4]=2[N:5]=[CH:6][N:7]=1. (3) Given the reactants [N+:1]([C:4]1[CH:15]=[CH:14][C:7]([CH2:8][CH:9]([C:12]#[N:13])[C:10]#[N:11])=[CH:6][CH:5]=1)([O-:3])=[O:2].[H-].[Na+].Br[CH2:19][CH2:20][F:21], predict the reaction product. The product is: [N+:1]([C:4]1[CH:5]=[CH:6][C:7]([CH2:8][C:9]([CH2:19][CH2:20][F:21])([C:10]#[N:11])[C:12]#[N:13])=[CH:14][CH:15]=1)([O-:3])=[O:2]. (4) Given the reactants [ClH:1].C(O[C:7](=O)[N:8]([C@H:10]([C@@H:12]1[CH2:16][CH2:15][N:14]([C:17]2[N:26]=[CH:25][C:24]3[C:23](=[O:27])[NH:22][C:21](=[O:28])[N:20]([CH:29]4[CH2:31][CH2:30]4)[C:19]=3[C:18]=2[CH3:32])[CH2:13]1)[CH3:11])C)(C)(C)C, predict the reaction product. The product is: [ClH:1].[CH:29]1([N:20]2[C:19]3[C:18]([CH3:32])=[C:17]([N:14]4[CH2:15][CH2:16][C@@H:12]([C@@H:10]([NH:8][CH3:7])[CH3:11])[CH2:13]4)[N:26]=[CH:25][C:24]=3[C:23](=[O:27])[NH:22][C:21]2=[O:28])[CH2:31][CH2:30]1. (5) Given the reactants [N:1]1[CH:2]=[C:3]([S:10][C:11]2[CH:20]=[CH:19][C:14]3[N:15]=[C:16]([NH2:18])[S:17][C:13]=3[CH:12]=2)[N:4]2[CH:9]=[CH:8][CH:7]=[N:6][C:5]=12.Cl.[CH3:22][N:23]1[CH2:28][CH2:27][N:26]([CH2:29][C:30](O)=[O:31])[CH2:25][C:24]1=[O:33].Cl.CN(C)CCCN=C=NCC, predict the reaction product. The product is: [N:1]1[CH:2]=[C:3]([S:10][C:11]2[CH:20]=[CH:19][C:14]3[N:15]=[C:16]([NH:18][C:30](=[O:31])[CH2:29][N:26]4[CH2:27][CH2:28][N:23]([CH3:22])[C:24](=[O:33])[CH2:25]4)[S:17][C:13]=3[CH:12]=2)[N:4]2[CH:9]=[CH:8][CH:7]=[N:6][C:5]=12.